From a dataset of CYP2C19 inhibition data for predicting drug metabolism from PubChem BioAssay. Regression/Classification. Given a drug SMILES string, predict its absorption, distribution, metabolism, or excretion properties. Task type varies by dataset: regression for continuous measurements (e.g., permeability, clearance, half-life) or binary classification for categorical outcomes (e.g., BBB penetration, CYP inhibition). Dataset: cyp2c19_veith. The drug is CCCc1cc2c(cc1NC(=O)c1ccc(Br)cc1)OCO2. The result is 1 (inhibitor).